Dataset: HIV replication inhibition screening data with 41,000+ compounds from the AIDS Antiviral Screen. Task: Binary Classification. Given a drug SMILES string, predict its activity (active/inactive) in a high-throughput screening assay against a specified biological target. The compound is CNC(=O)N(CCC#N)CCN(CCN(C(=O)NC)c1ccccc1)C(=O)NC. The result is 0 (inactive).